The task is: Predict the reaction yield, written as a fraction of the theoretical maximum amount of product (1.0 means a 100% yield; for example, 0.34 means a 34% yield).. This data is from Reaction yield outcomes from USPTO patents with 853,638 reactions. The reactants are [NH2:1][C:2]1[C:3]2[N:4]([C:8]([C@@H:28]3[CH2:33][CH2:32][CH2:31][CH2:30][NH:29]3)=[N:9][C:10]=2[C:11]2[CH:27]=[CH:26][C:14]([C:15]([NH:17][C:18]3[CH:23]=[C:22]([C:24]#[N:25])[CH:21]=[CH:20][N:19]=3)=[O:16])=[CH:13][CH:12]=2)[CH:5]=[CH:6][N:7]=1.[C:34](Cl)(=[O:37])[CH:35]=[CH2:36]. No catalyst specified. The product is [C:34]([N:29]1[CH2:30][CH2:31][CH2:32][CH2:33][C@H:28]1[C:8]1[N:4]2[CH:5]=[CH:6][N:7]=[C:2]([NH2:1])[C:3]2=[C:10]([C:11]2[CH:12]=[CH:13][C:14]([C:15]([NH:17][C:18]3[CH:23]=[C:22]([C:24]#[N:25])[CH:21]=[CH:20][N:19]=3)=[O:16])=[CH:26][CH:27]=2)[N:9]=1)(=[O:37])[CH:35]=[CH2:36]. The yield is 0.104.